This data is from Reaction yield outcomes from USPTO patents with 853,638 reactions. The task is: Predict the reaction yield, written as a fraction of the theoretical maximum amount of product (1.0 means a 100% yield; for example, 0.34 means a 34% yield). The reactants are [CH3:1][S:2]([NH:5][C:6]1[CH:7]=[C:8](B(O)O)[CH:9]=[CH:10][CH:11]=1)(=[O:4])=[O:3].Br[CH:16]=[C:17]1[C:23]2[CH:24]=[CH:25][C:26]([O:28][CH3:29])=[CH:27][C:22]=2[CH2:21][CH2:20][C:19]2[CH:30]=[C:31]([O:34][CH3:35])[CH:32]=[CH:33][C:18]1=2. No catalyst specified. The product is [CH3:35][O:34][C:31]1[CH:32]=[CH:33][C:18]2[C:17](=[CH:16][C:8]3[CH:7]=[C:6]([NH:5][S:2]([CH3:1])(=[O:4])=[O:3])[CH:11]=[CH:10][CH:9]=3)[C:23]3[CH:24]=[CH:25][C:26]([O:28][CH3:29])=[CH:27][C:22]=3[CH2:21][CH2:20][C:19]=2[CH:30]=1. The yield is 0.390.